From a dataset of Catalyst prediction with 721,799 reactions and 888 catalyst types from USPTO. Predict which catalyst facilitates the given reaction. Reactant: [CH3:1][C:2]1([CH3:20])[O:7][C:6](=[O:8])[NH:5][C:4]2[CH:9]=[CH:10][C:11]([C:13]3[NH:14][C:15]([C:18]#[N:19])=[CH:16][CH:17]=3)=[CH:12][C:3]1=2.C1C(=O)N([Br:28])C(=O)C1.O. Product: [Br:28][C:17]1[CH:16]=[C:15]([C:18]#[N:19])[NH:14][C:13]=1[C:11]1[CH:10]=[CH:9][C:4]2[NH:5][C:6](=[O:8])[O:7][C:2]([CH3:20])([CH3:1])[C:3]=2[CH:12]=1. The catalyst class is: 1.